From a dataset of Full USPTO retrosynthesis dataset with 1.9M reactions from patents (1976-2016). Predict the reactants needed to synthesize the given product. (1) Given the product [Si:5]([O:17][CH2:16][C@@H:15]([N:13]1[CH:14]=[C:10]([CH3:9])[N:11]=[CH:12]1)[CH3:18])([C:2]([CH3:4])([CH3:3])[CH3:1])([CH3:7])[CH3:6], predict the reactants needed to synthesize it. The reactants are: [CH3:1][C:2]([Si:5](Cl)([CH3:7])[CH3:6])([CH3:4])[CH3:3].[CH3:9][C:10]1[N:11]=[CH:12][N:13]([C@@H:15]([CH3:18])[CH2:16][OH:17])[CH:14]=1. (2) Given the product [CH2:1]=[CH:2]/[CH:3]=[CH:4]/[CH:5]=[CH:6]\[CH2:7]/[CH:8]=[CH:9]\[CH2:10][CH3:11].[CH2:1]=[CH:2]/[CH:3]=[CH:4]/[CH:5]=[CH:6]/[CH2:7]/[CH:8]=[CH:9]\[CH2:10][CH3:11], predict the reactants needed to synthesize it. The reactants are: [CH2:1]=[CH:2][CH:3](O)[CH2:4]/[CH:5]=[CH:6]\[CH2:7]/[CH:8]=[CH:9]\[CH2:10][CH3:11].CN(C)P(=O)(N(C)C)N(C)C.[I+].C[P+](OC1C=CC=CC=1)(OC1C=CC=CC=1)OC1C=CC=CC=1.CCCCC. (3) Given the product [F:5][C:6]1[C:15]2[C:10](=[CH:11][C:12]([C:16]([OH:18])=[O:17])=[CH:13][CH:14]=2)[C:9]([C:20]2[C:25]([OH:26])=[CH:24][CH:23]=[CH:22][C:21]=2[F:28])=[N:8][CH:7]=1, predict the reactants needed to synthesize it. The reactants are: B(Br)(Br)Br.[F:5][C:6]1[C:15]2[C:10](=[CH:11][C:12]([C:16]([O:18]C)=[O:17])=[CH:13][CH:14]=2)[C:9]([C:20]2[C:25]([O:26]C)=[CH:24][CH:23]=[CH:22][C:21]=2[F:28])=[N:8][CH:7]=1.ClCCl. (4) Given the product [O:11]=[C:9]1[C:10]2[C:6](=[CH:5][CH:4]=[CH:3][C:2]=2[B:24]([OH:27])[OH:25])[CH2:7][N:8]1[CH2:12][CH2:13][C:14]1[CH:23]=[CH:22][C:21]2[C:16](=[CH:17][CH:18]=[CH:19][CH:20]=2)[N:15]=1, predict the reactants needed to synthesize it. The reactants are: I[C:2]1[CH:3]=[CH:4][CH:5]=[C:6]2[C:10]=1[C:9](=[O:11])[N:8]([CH2:12][CH2:13][C:14]1[CH:23]=[CH:22][C:21]3[C:16](=[CH:17][CH:18]=[CH:19][CH:20]=3)[N:15]=1)[CH2:7]2.[B:24](OC)([O:27]C)[O:25]C.[Li]CCCC.[OH-].[Na+].